This data is from Forward reaction prediction with 1.9M reactions from USPTO patents (1976-2016). The task is: Predict the product of the given reaction. (1) Given the reactants Br[C:2]1[CH:7]=[CH:6][N:5]=[CH:4][C:3]=1[N:8]([CH3:25])[C:9](=[O:24])[C:10]1[CH:15]=[C:14]([C:16]([F:19])([F:18])[F:17])[CH:13]=[C:12]([C:20]([F:23])([F:22])[F:21])[CH:11]=1.[F:26][C:27]1[CH:32]=[C:31]([F:33])[CH:30]=[CH:29][C:28]=1B(O)O, predict the reaction product. The product is: [F:26][C:27]1[CH:32]=[C:31]([F:33])[CH:30]=[CH:29][C:28]=1[C:2]1[CH:7]=[CH:6][N:5]=[CH:4][C:3]=1[N:8]([CH3:25])[C:9](=[O:24])[C:10]1[CH:15]=[C:14]([C:16]([F:19])([F:18])[F:17])[CH:13]=[C:12]([C:20]([F:23])([F:22])[F:21])[CH:11]=1. (2) The product is: [CH3:12][O:11][P:8](/[CH:1]=[CH:31]/[C@@H:30]([O:33][CH2:34][C:35]1[CH:36]=[CH:37][CH:38]=[CH:39][CH:40]=1)[C@H:29]([O:41][CH2:42][C:43]1[CH:48]=[CH:47][CH:46]=[CH:45][CH:44]=1)[C@H:28]([O:49][CH2:50][C:51]1[CH:52]=[CH:53][CH:54]=[CH:55][CH:56]=1)[CH2:27][N:24]([O:23][CH2:16][C:17]1[CH:22]=[CH:21][CH:20]=[CH:19][CH:18]=1)[CH:25]=[O:26])(=[O:13])[O:9][CH3:10]. Given the reactants [CH2:1]([P:8](=[O:13])([O:11][CH3:12])[O:9][CH3:10])P(=O)(OC)OC.[H-].[Na+].[CH2:16]([O:23][N:24]([CH2:27][C@@H:28]([O:49][CH2:50][C:51]1[CH:56]=[CH:55][CH:54]=[CH:53][CH:52]=1)[C@@H:29]([O:41][CH2:42][C:43]1[CH:48]=[CH:47][CH:46]=[CH:45][CH:44]=1)[C@H:30]([O:33][CH2:34][C:35]1[CH:40]=[CH:39][CH:38]=[CH:37][CH:36]=1)[CH:31]=O)[CH:25]=[O:26])[C:17]1[CH:22]=[CH:21][CH:20]=[CH:19][CH:18]=1, predict the reaction product. (3) Given the reactants [Cl:1][C:2]1[CH:7]=[CH:6][C:5]([C:8]2[O:12][N:11]=[CH:10][C:9]=2[C:13](OCC)=[O:14])=[CH:4][C:3]=1[F:18].[H-].C([Al+]CC(C)C)C(C)C.Cl, predict the reaction product. The product is: [Cl:1][C:2]1[CH:7]=[CH:6][C:5]([C:8]2[O:12][N:11]=[CH:10][C:9]=2[CH2:13][OH:14])=[CH:4][C:3]=1[F:18]. (4) Given the reactants C([O:3][C:4](=[O:20])[CH2:5][N:6]([CH2:8][CH2:9][C:10]1[CH:15]=[CH:14][C:13]([Cl:16])=[CH:12][C:11]=1[N+:17]([O-:19])=[O:18])[CH3:7])C, predict the reaction product. The product is: [Cl:16][C:13]1[CH:14]=[CH:15][C:10]([CH2:9][CH2:8][N:6]([CH2:5][C:4]([OH:20])=[O:3])[CH3:7])=[C:11]([N+:17]([O-:19])=[O:18])[CH:12]=1. (5) Given the reactants [C:1]([O:5][CH2:6][CH2:7][O:8][N:9]1C(=O)C2C(=CC=CC=2)C1=O)([CH3:4])([CH3:3])[CH3:2].CNN, predict the reaction product. The product is: [C:1]([O:5][CH2:6][CH2:7][O:8][NH2:9])([CH3:4])([CH3:3])[CH3:2].